From a dataset of Forward reaction prediction with 1.9M reactions from USPTO patents (1976-2016). Predict the product of the given reaction. (1) Given the reactants [CH3:1][C:2]1[S:3][CH:4]=[C:5]([C:7]#[N:8])[N:6]=1.[C:9](OC)(=[O:17])[C:10]1[C:11](=[CH:13][CH:14]=[CH:15][CH:16]=1)[SH:12].C(N(CC)CC)C, predict the reaction product. The product is: [CH3:1][C:2]1[S:3][CH:4]=[C:5]([C:7]2[S:12][C:11]3[CH:13]=[CH:14][CH:15]=[CH:16][C:10]=3[C:9](=[O:17])[N:8]=2)[N:6]=1. (2) Given the reactants [Cl:1][C:2]1[N:7]=[C:6]([C:8]([O:10][CH3:11])=[O:9])[C:5]([N+:12]([O-:14])=[O:13])=[C:4](Cl)[N:3]=1.[C:16]([B-](F)(F)F)([CH3:18])=[CH2:17].[K+].C(=O)([O-])[O-].[Cs+].[Cs+], predict the reaction product. The product is: [Cl:1][C:2]1[N:7]=[C:6]([C:8]([O:10][CH3:11])=[O:9])[C:5]([N+:12]([O-:14])=[O:13])=[C:4]([C:16]([CH3:18])=[CH2:17])[N:3]=1. (3) Given the reactants [H-].[Na+].[C:3]([CH2:8][C:9]([O:11][CH2:12][CH3:13])=[O:10])(=[O:7])[CH2:4][CH2:5][CH3:6].Br[CH2:15][C:16]1[CH:21]=[CH:20][C:19]([C:22]2[C:23]([C:28]#[N:29])=[CH:24][CH:25]=[CH:26][CH:27]=2)=[CH:18][C:17]=1[Cl:30].Cl, predict the reaction product. The product is: [Cl:30][C:17]1[CH:18]=[C:19]([C:22]2[CH:27]=[CH:26][CH:25]=[CH:24][C:23]=2[C:28]#[N:29])[CH:20]=[CH:21][C:16]=1[CH2:15][CH:8]([C:3](=[O:7])[CH2:4][CH2:5][CH3:6])[C:9]([O:11][CH2:12][CH3:13])=[O:10]. (4) Given the reactants [N+:1]([C:4]1[CH:11]=[CH:10][C:7]([C:8]#[N:9])=[CH:6][CH:5]=1)([O-:3])=[O:2].[CH3:12][C:13]([C:15]1[C:20]([Cl:21])=[CH:19][CH:18]=[CH:17][C:16]=1[Cl:22])=[O:14].C([O-])(=O)C.C([O-])(=O)C.C1([I+2])C=CC=CC=1.FC(S(O)(=O)=O)(F)F, predict the reaction product. The product is: [Cl:21][C:20]1[CH:19]=[CH:18][CH:17]=[C:16]([Cl:22])[C:15]=1[C:13]1[O:14][C:8]([C:7]2[CH:6]=[CH:5][C:4]([N+:1]([O-:3])=[O:2])=[CH:11][CH:10]=2)=[N:9][CH:12]=1. (5) Given the reactants [CH3:1][O:2][C:3](=[O:20])[C:4]1[CH:9]=[CH:8][C:7]([NH:10][C:11]([C@H:13]2[CH2:17][C@@H:16]([O:18][CH3:19])[CH2:15][NH:14]2)=[O:12])=[CH:6][CH:5]=1.C(N(CC)C(C)C)(C)C.[Cl:30][C:31]1[CH:36]=[CH:35][C:34]([N:37]=[C:38]=[O:39])=[CH:33][CH:32]=1, predict the reaction product. The product is: [CH3:1][O:2][C:3](=[O:20])[C:4]1[CH:5]=[CH:6][C:7]([NH:10][C:11]([C@H:13]2[CH2:17][C@@H:16]([O:18][CH3:19])[CH2:15][N:14]2[C:38](=[O:39])[NH:37][C:34]2[CH:35]=[CH:36][C:31]([Cl:30])=[CH:32][CH:33]=2)=[O:12])=[CH:8][CH:9]=1. (6) Given the reactants [Cl:1][C:2]1[CH:7]=[CH:6][CH:5]=[CH:4][C:3]=1[N:8]1[C:17](=[O:18])[C:16]2[C:11](=[N:12][C:13](S(C)=O)=[N:14][CH:15]=2)[N:10]2[CH:22]=[CH:23][N:24]=[C:9]12.[NH2:25][C:26]1[CH:31]=[CH:30][C:29]([CH:32]2[CH2:36][CH2:35][N:34](C(OC(C)(C)C)=O)[CH2:33]2)=[CH:28][CH:27]=1.[F:44][C:45]([F:50])([F:49])[C:46]([OH:48])=[O:47], predict the reaction product. The product is: [Cl:1][C:2]1[CH:7]=[CH:6][CH:5]=[CH:4][C:3]=1[N:8]1[C:17](=[O:18])[C:16]2[CH:15]=[N:14][C:13]([NH:25][C:26]3[CH:27]=[CH:28][C:29]([CH:32]4[CH2:36][CH2:35][NH:34][CH2:33]4)=[CH:30][CH:31]=3)=[N:12][C:11]=2[N:10]2[CH:22]=[CH:23][N:24]=[C:9]12.[F:44][C:45]([F:50])([F:49])[C:46]([OH:48])=[O:47].